Dataset: Catalyst prediction with 721,799 reactions and 888 catalyst types from USPTO. Task: Predict which catalyst facilitates the given reaction. (1) Reactant: [N:1]1([C:7]2[N:15]=[C:14]([C:16]3[CH:17]=[C:18]([OH:22])[CH:19]=[CH:20][CH:21]=3)[N:13]=[C:12]3[C:8]=2[N:9]=[CH:10][N:11]3[CH:23]2[CH2:28][CH2:27][NH:26][CH2:25][CH2:24]2)[CH2:6][CH2:5][O:4][CH2:3][CH2:2]1.[BH3-]C#N.[Na+].[CH3:33][N:34]([CH3:47])[C:35]1[C:44]2[C:39](=[CH:40][CH:41]=[CH:42][CH:43]=2)[C:38]([CH:45]=O)=[CH:37][CH:36]=1. Product: [CH3:33][N:34]([CH3:47])[C:35]1[C:44]2[C:39](=[CH:40][CH:41]=[CH:42][CH:43]=2)[C:38]([CH2:45][N:26]2[CH2:27][CH2:28][CH:23]([N:11]3[CH:10]=[N:9][C:8]4[C:12]3=[N:13][C:14]([C:16]3[CH:17]=[C:18]([OH:22])[CH:19]=[CH:20][CH:21]=3)=[N:15][C:7]=4[N:1]3[CH2:6][CH2:5][O:4][CH2:3][CH2:2]3)[CH2:24][CH2:25]2)=[CH:37][CH:36]=1. The catalyst class is: 466. (2) Reactant: [CH3:1][C:2]1[CH:7]=[C:6]([CH3:8])[NH:5][C:4](=[O:9])[C:3]=1[CH2:10][NH:11][C:12]([C:14]1[C:15]2[CH:30]=[N:29][N:28]([CH:31]([CH3:33])[CH3:32])[C:16]=2[N:17]=[C:18]([C:20]2[CH:25]=[CH:24][CH:23]=[C:22]([CH2:26]O)[CH:21]=2)[CH:19]=1)=[O:13].C1(P(C2C=CC=CC=2)C2C=CC=CC=2)C=CC=CC=1.C(Br)(Br)(Br)[Br:54]. Product: [Br:54][CH2:26][C:22]1[CH:21]=[C:20]([C:18]2[CH:19]=[C:14]([C:12]([NH:11][CH2:10][C:3]3[C:4](=[O:9])[NH:5][C:6]([CH3:8])=[CH:7][C:2]=3[CH3:1])=[O:13])[C:15]3[CH:30]=[N:29][N:28]([CH:31]([CH3:32])[CH3:33])[C:16]=3[N:17]=2)[CH:25]=[CH:24][CH:23]=1. The catalyst class is: 2. (3) Reactant: C(N(C(C)C)CC)(C)C.[C:10](Cl)(=[O:13])[CH:11]=[CH2:12].[CH2:15]=[C:16]1[C:24]2[N:20]([C:21]3[N:38]=[CH:37][N:36]=[C:35]([NH2:39])[C:22]=3[C:23]=2[C:25]2[CH:26]=[N:27][C:28]3[C:33]([CH:34]=2)=[CH:32][CH:31]=[CH:30][CH:29]=3)[CH2:19][CH2:18][C@H:17]1[NH2:40]. Product: [NH2:39][C:35]1[C:22]2[C:23]([C:25]3[CH:26]=[N:27][C:28]4[C:33]([CH:34]=3)=[CH:32][CH:31]=[CH:30][CH:29]=4)=[C:24]3[N:20]([C:21]=2[N:38]=[CH:37][N:36]=1)[CH2:19][CH2:18][C@@H:17]([NH:40][C:10](=[O:13])[CH:11]=[CH2:12])[C:16]3=[CH2:15]. The catalyst class is: 22. (4) Reactant: [CH3:1][N:2]([CH:4]=O)[CH3:3].[H-].[Na+].N1[C:16]2[C:11](=[CH:12][C:13]([O:17][C:18]3[CH:23]=[CH:22][N:21]=[C:20]([NH2:24])[CH:19]=3)=[CH:14][CH:15]=2)C=C1.C[NH:26][C:27](=O)[O:28]C1C=CC=CC=1. The catalyst class is: 69. Product: [CH3:3][N:2]1[C:1]2[C:15](=[CH:14][C:13]([O:17][C:18]3[CH:23]=[CH:22][N:21]=[C:20]([NH2:24])[CH:19]=3)=[CH:12][CH:11]=2)[CH:16]=[C:4]1[C:27]([NH2:26])=[O:28]. (5) Reactant: [CH2:1]([C:4]1[CH:9]=[CH:8][C:7]([C:10]2[O:14][N:13]=[C:12]3[C:15]4[C:20]([CH2:21][CH2:22][C:11]=23)=[CH:19][C:18]([OH:23])=[CH:17][CH:16]=4)=[CH:6][CH:5]=1)[CH2:2][CH3:3].CN(C1C=CC=CN=1)C.C(N(CC)CC)C.[F:40][C:41]([F:56])([S:52](F)(=[O:54])=[O:53])[C:42]([F:51])([F:50])[C:43]([F:49])([F:48])[C:44]([F:47])([F:46])[F:45]. Product: [F:56][C:41]([F:40])([S:52]([O:23][C:18]1[CH:19]=[C:20]2[C:15](=[CH:16][CH:17]=1)[C:12]1=[N:13][O:14][C:10]([C:7]3[CH:8]=[CH:9][C:4]([CH2:1][CH2:2][CH3:3])=[CH:5][CH:6]=3)=[C:11]1[CH2:22][CH2:21]2)(=[O:54])=[O:53])[C:42]([F:50])([F:51])[C:43]([F:49])([F:48])[C:44]([F:47])([F:46])[F:45]. The catalyst class is: 4.